Predict the reaction yield, written as a fraction of the theoretical maximum amount of product (1.0 means a 100% yield; for example, 0.34 means a 34% yield). From a dataset of Reaction yield outcomes from USPTO patents with 853,638 reactions. (1) The reactants are CN(C(ON1N=NC2C=CC=NC1=2)=[N+](C)C)C.F[P-](F)(F)(F)(F)F.[F:25][C:26]1[CH:27]=[C:28]([NH:37][C:38]([C@@H:40]2[NH:49][CH2:48][CH2:47][C:46]3[N:45]=[C:44]([O:50][CH3:51])[CH:43]=[CH:42][C:41]2=3)=[O:39])[CH:29]=[C:30]([F:36])[C:31]=1[Si:32]([CH3:35])([CH3:34])[CH3:33].[CH2:52]([O:59][C:60](=[O:68])[CH2:61][C@@H:62]1[CH2:64][C@H:63]1[C:65]([OH:67])=[O:66])[C:53]1[CH:58]=[CH:57][CH:56]=[CH:55][CH:54]=1.CCN(C(C)C)C(C)C. The catalyst is CN(C=O)C.O. The product is [F:36][C:30]1[CH:29]=[C:28]([NH:37][C:38]([C@@H:40]2[N:49]([C:65]([C@H:63]3[CH2:64][C@@H:62]3[CH2:61][C:60]([O:59][CH2:52][C:53]3[CH:54]=[CH:55][CH:56]=[CH:57][CH:58]=3)=[O:68])=[O:66])[CH2:48][CH2:47][C:46]3[N:45]=[C:44]([O:50][CH3:51])[CH:43]=[CH:42][C:41]2=3)=[O:39])[CH:27]=[C:26]([F:25])[C:31]=1[Si:32]([CH3:35])([CH3:34])[CH3:33].[F:36][C:30]1[CH:29]=[C:28]([NH:37][C:38]([C@@H:40]2[N:49]([C:65]([C@@H:63]3[CH2:64][C@H:62]3[CH2:61][C:60]([O:59][CH2:52][C:53]3[CH:54]=[CH:55][CH:56]=[CH:57][CH:58]=3)=[O:68])=[O:67])[CH2:48][CH2:47][C:46]3[N:45]=[C:44]([O:50][CH3:51])[CH:43]=[CH:42][C:41]2=3)=[O:39])[CH:27]=[C:26]([F:25])[C:31]=1[Si:32]([CH3:35])([CH3:34])[CH3:33]. The yield is 0.230. (2) The reactants are [O:1]1[C:5]2[CH:6]=[CH:7][C:8]([OH:10])=[CH:9][C:4]=2[N:3]=[CH:2]1.F[C:12]1[CH:17]=[CH:16][C:15]([N+:18]([O-:20])=[O:19])=[CH:14][C:13]=1[CH3:21].C(=O)([O-])[O-].[Cs+].[Cs+].C(=O)([O-])[O-].[K+].[K+]. The catalyst is CN(C=O)C. The product is [CH3:21][C:13]1[CH:14]=[C:15]([N+:18]([O-:20])=[O:19])[CH:16]=[CH:17][C:12]=1[O:10][C:8]1[CH:7]=[CH:6][C:5]2[O:1][CH:2]=[N:3][C:4]=2[CH:9]=1. The yield is 0.560. (3) The reactants are [C:1]([C:3]1[CH:8]=[CH:7][CH:6]=[CH:5][C:4]=1[C:9]1[CH:14]=[CH:13][C:12]([CH2:15][C:16]2[C:17](=[O:42])[N:18]([C@H:28]3[CH2:33][CH2:32][C@H:31]([O:34][CH2:35][C:36](N(OC)C)=[O:37])[CH2:30][CH2:29]3)[C:19]3[N:20]([N:25]=[CH:26][CH:27]=3)[C:21]=2[CH2:22][CH2:23][CH3:24])=[CH:11][CH:10]=1)#[N:2].[CH:43]1([Mg]Br)[CH2:45][CH2:44]1.C(OCC)(=O)C. The catalyst is O1CCCC1. The product is [CH:43]1([CH:36]([OH:37])[CH2:35][O:34][C@H:31]2[CH2:30][CH2:29][C@H:28]([N:18]3[C:17](=[O:42])[C:16]([CH2:15][C:12]4[CH:13]=[CH:14][C:9]([C:4]5[C:3]([C:1]#[N:2])=[CH:8][CH:7]=[CH:6][CH:5]=5)=[CH:10][CH:11]=4)=[C:21]([CH2:22][CH2:23][CH3:24])[N:20]4[N:25]=[CH:26][CH:27]=[C:19]34)[CH2:33][CH2:32]2)[CH2:45][CH2:44]1. The yield is 0.810.